Regression. Given a peptide amino acid sequence and an MHC pseudo amino acid sequence, predict their binding affinity value. This is MHC class I binding data. From a dataset of Peptide-MHC class I binding affinity with 185,985 pairs from IEDB/IMGT. (1) The peptide sequence is ILCWGELMTL. The MHC is HLA-A68:02 with pseudo-sequence HLA-A68:02. The binding affinity (normalized) is 0.171. (2) The peptide sequence is FPVKPQVPLR. The MHC is HLA-B42:01 with pseudo-sequence HLA-B42:01. The binding affinity (normalized) is 0.450.